From a dataset of Reaction yield outcomes from USPTO patents with 853,638 reactions. Predict the reaction yield, written as a fraction of the theoretical maximum amount of product (1.0 means a 100% yield; for example, 0.34 means a 34% yield). (1) The reactants are [Li]CCCC.C(NC(C)C)(C)C.[Br:13][C:14]1[CH:18]=[CH:17][S:16][C:15]=1[Cl:19].CN([CH:23]=[O:24])C. The catalyst is C1COCC1. The product is [Br:13][C:14]1[CH:18]=[C:17]([CH:23]=[O:24])[S:16][C:15]=1[Cl:19]. The yield is 0.540. (2) The reactants are [NH2:1][C:2]1[C:3]([NH:14][CH2:15][C:16]2[CH:21]=[CH:20][C:19]([O:22][CH3:23])=[CH:18][CH:17]=2)=[CH:4][C:5]([O:12][CH3:13])=[C:6]([CH:11]=1)[C:7]([O:9][CH3:10])=[O:8].[C:24](OCC)(=[O:30])[C:25](OCC)=[O:26]. The catalyst is CCOCC. The product is [CH3:13][O:12][C:5]1[CH:4]=[C:3]2[C:2]([NH:1][C:24](=[O:30])[C:25](=[O:26])[N:14]2[CH2:15][C:16]2[CH:17]=[CH:18][C:19]([O:22][CH3:23])=[CH:20][CH:21]=2)=[CH:11][C:6]=1[C:7]([O:9][CH3:10])=[O:8]. The yield is 0.710. (3) The reactants are [F:1][C@@H:2]1[CH2:7][C@@H:6]([C:8](O)=[O:9])[C@H:5]([C:11]2[N:12]=[C:13]([CH3:28])[S:14][C:15]=2[C:16]2[CH:21]=[CH:20][C:19]([N:22]3[CH2:27][CH2:26][O:25][CH2:24][CH2:23]3)=[CH:18][CH:17]=2)[CH2:4][CH2:3]1.Cl.[NH2:30][C:31]1([C:34]#[N:35])[CH2:33][CH2:32]1.CCN(C(C)C)C(C)C.CN(C(ON1N=NC2C=CC=NC1=2)=[N+](C)C)C.F[P-](F)(F)(F)(F)F. The catalyst is CN(C=O)C. The product is [C:34]([C:31]1([NH:30][C:8]([C@@H:6]2[CH2:7][C@@H:2]([F:1])[CH2:3][CH2:4][C@H:5]2[C:11]2[N:12]=[C:13]([CH3:28])[S:14][C:15]=2[C:16]2[CH:17]=[CH:18][C:19]([N:22]3[CH2:27][CH2:26][O:25][CH2:24][CH2:23]3)=[CH:20][CH:21]=2)=[O:9])[CH2:33][CH2:32]1)#[N:35]. The yield is 0.620. (4) The reactants are [C:1]([N:9]1[C:17]2[C:12](=[CH:13][C:14]([N+:18]([O-])=O)=[CH:15][CH:16]=2)[CH:11]=[C:10]1[C:21]([O:23][CH2:24][CH3:25])=[O:22])(=[O:8])[C:2]1[CH:7]=[CH:6][CH:5]=[CH:4][CH:3]=1. The catalyst is C1COCC1.[Pd]. The product is [NH2:18][C:14]1[CH:13]=[C:12]2[C:17](=[CH:16][CH:15]=1)[N:9]([C:1](=[O:8])[C:2]1[CH:7]=[CH:6][CH:5]=[CH:4][CH:3]=1)[C:10]([C:21]([O:23][CH2:24][CH3:25])=[O:22])=[CH:11]2. The yield is 0.960. (5) The reactants are Cl[C:2]1[CH:3]=[CH:4][C:5]2[N:11]3[CH2:12][C@H:8]([CH2:9][CH2:10]3)[N:7]([C:13]([NH:15][C:16]3[CH:21]=[N:20][CH:19]=[CH:18][N:17]=3)=[O:14])[C:6]=2[N:22]=1.[CH3:23][N:24]1[CH:28]=[C:27](B(O)O)[CH:26]=[N:25]1.[O-]P([O-])([O-])=O.[K+].[K+].[K+].CC(C1C=C(C(C)C)C(C2C=CC=CC=2P(C2CCCCC2)C2CCCCC2)=C(C(C)C)C=1)C. The catalyst is O1CCOCC1.O.C1C=CC(/C=C/C(/C=C/C2C=CC=CC=2)=O)=CC=1.C1C=CC(/C=C/C(/C=C/C2C=CC=CC=2)=O)=CC=1.C1C=CC(/C=C/C(/C=C/C2C=CC=CC=2)=O)=CC=1.[Pd].[Pd]. The product is [CH3:23][N:24]1[CH:28]=[C:27]([C:2]2[CH:3]=[CH:4][C:5]3[N:11]4[CH2:12][C@H:8]([CH2:9][CH2:10]4)[N:7]([C:13]([NH:15][C:16]4[CH:21]=[N:20][CH:19]=[CH:18][N:17]=4)=[O:14])[C:6]=3[N:22]=2)[CH:26]=[N:25]1. The yield is 0.509. (6) The reactants are Br[C:2]1[C:3]([C:12]#[N:13])=[N:4][C:5]([C:8]([CH3:11])([CH3:10])[CH3:9])=[CH:6][CH:7]=1.[CH3:14][C:15]1[CH:20]=[C:19]([CH3:21])[CH:18]=[C:17]([CH3:22])[C:16]=1[OH:23].C([O-])([O-])=O.[Cs+].[Cs+].C(OCC)(=O)C. The catalyst is CS(C)=O. The product is [C:8]([C:5]1[N:4]=[C:3]([C:12]#[N:13])[C:2]([O:23][C:16]2[C:17]([CH3:22])=[CH:18][C:19]([CH3:21])=[CH:20][C:15]=2[CH3:14])=[CH:7][CH:6]=1)([CH3:11])([CH3:10])[CH3:9]. The yield is 0.810. (7) No catalyst specified. The yield is 0.550. The product is [C:5]([N:9]1[C:13](=[O:14])[C:12]([NH:1][CH2:2][CH2:3][OH:4])=[C:11]([C:16]2[CH:21]=[CH:20][CH:19]=[CH:18][CH:17]=2)[S:10]1(=[O:23])=[O:22])([CH3:8])([CH3:7])[CH3:6]. The reactants are [NH2:1][CH2:2][CH2:3][OH:4].[C:5]([N:9]1[C:13](=[O:14])[C:12](Cl)=[C:11]([C:16]2[CH:21]=[CH:20][CH:19]=[CH:18][CH:17]=2)[S:10]1(=[O:23])=[O:22])([CH3:8])([CH3:7])[CH3:6]. (8) The reactants are Br[C:2]1[CH:7]=[C:6]([CH3:8])[C:5]([CH3:9])=[CH:4][C:3]=1[N+:10]([O-:12])=[O:11].[NH2:13][CH2:14][CH2:15][CH2:16][CH2:17][CH2:18][OH:19]. The catalyst is CS(C)=O. The product is [CH3:9][C:5]1[C:6]([CH3:8])=[CH:7][C:2]([NH:13][CH2:14][CH2:15][CH2:16][CH2:17][CH2:18][OH:19])=[C:3]([N+:10]([O-:12])=[O:11])[CH:4]=1. The yield is 0.670.